Dataset: Forward reaction prediction with 1.9M reactions from USPTO patents (1976-2016). Task: Predict the product of the given reaction. (1) Given the reactants [Br:1][C:2]1[CH:10]=[C:9]2[C:5]([C:6]([NH2:12])=[N:7][N:8]2[CH3:11])=[CH:4][CH:3]=1.[O:13]1[CH2:18][CH2:17][C:16](=O)[CH2:15][CH2:14]1.C([BH3-])#N.[Na+], predict the reaction product. The product is: [Br:1][C:2]1[CH:10]=[C:9]2[C:5]([C:6]([NH:12][CH:16]3[CH2:17][CH2:18][O:13][CH2:14][CH2:15]3)=[N:7][N:8]2[CH3:11])=[CH:4][CH:3]=1. (2) Given the reactants Cl[Si](C)(C)C.[BH4-].[Li+].[CH3:8][O:9][C:10]1[CH:15]=[CH:14][C:13]([Cl:16])=[CH:12][C:11]=1[CH2:17][C:18]#[N:19], predict the reaction product. The product is: [Cl:16][C:13]1[CH:14]=[CH:15][C:10]([O:9][CH3:8])=[C:11]([CH2:17][CH2:18][NH2:19])[CH:12]=1. (3) Given the reactants [Cl:1][C:2]1[C:3](F)=[C:4]([C:12](=O)[CH:13]([CH:21]([C:25]2[CH:42]=[CH:41][C:28]([C:29]([NH:31][CH2:32][CH2:33][C:34]([O:36]CCCC)=[O:35])=[O:30])=[CH:27][CH:26]=2)[CH2:22][CH2:23][CH3:24])[C:14]2[CH:19]=[CH:18][C:17]([Cl:20])=[CH:16][CH:15]=2)[CH:5]=[C:6]([C:8]([F:11])([F:10])[F:9])[CH:7]=1.[C:45]1([NH:51][NH2:52])[CH:50]=[CH:49][CH:48]=[CH:47][CH:46]=1, predict the reaction product. The product is: [Cl:20][C:17]1[CH:18]=[CH:19][C:14]([CH:13]([C:12]2[N:51]([C:45]3[CH:50]=[CH:49][CH:48]=[CH:47][CH:46]=3)[N:52]=[C:3]3[C:4]=2[CH:5]=[C:6]([C:8]([F:9])([F:10])[F:11])[CH:7]=[C:2]3[Cl:1])[CH:21]([C:25]2[CH:42]=[CH:41][C:28]([C:29]([NH:31][CH2:32][CH2:33][C:34]([OH:36])=[O:35])=[O:30])=[CH:27][CH:26]=2)[CH2:22][CH2:23][CH3:24])=[CH:15][CH:16]=1. (4) Given the reactants [Br:1][C:2]1[CH:3]=[C:4]([CH:8]=[CH:9][C:10]=1[CH3:11])[C:5](O)=[O:6].C(Cl)(=O)C(Cl)=O.C[N:19](C=O)C.[NH4+].[OH-], predict the reaction product. The product is: [Br:1][C:2]1[CH:3]=[C:4]([CH:8]=[CH:9][C:10]=1[CH3:11])[C:5]([NH2:19])=[O:6]. (5) Given the reactants [CH3:1][O:2][C:3]1[CH:4]=[C:5]([CH:9]2[C:18]([CH3:20])([CH3:19])[CH2:17][C:16]3[C:11](=[CH:12][CH:13]=[C:14]([C:21](O)=[O:22])[CH:15]=3)[NH:10]2)[CH:6]=[CH:7][CH:8]=1.C[NH3+].F[P-](F)(F)(F)(F)F.N1(OC(N(C)C)=[N+](C)C)C2N=CC=CC=2N=N1.F[P-](F)(F)(F)(F)F.C(N(CC)CC)C.[CH3:64][C:65]1([OH:70])[CH2:69][CH2:68][NH:67][CH2:66]1, predict the reaction product. The product is: [OH:70][C:65]1([CH3:64])[CH2:69][CH2:68][N:67]([C:21]([C:14]2[CH:15]=[C:16]3[C:11](=[CH:12][CH:13]=2)[NH:10][CH:9]([C:5]2[CH:6]=[CH:7][CH:8]=[C:3]([O:2][CH3:1])[CH:4]=2)[C:18]([CH3:20])([CH3:19])[CH2:17]3)=[O:22])[CH2:66]1. (6) Given the reactants Cl.[Cl:2][C:3]1[CH:4]=[CH:5][C:6]2[CH2:12][CH2:11][C:10]3[CH:13]=[CH:14][CH:15]=[CH:16][C:9]=3[N:8]([CH2:17][CH2:18][NH2:19])[C:7]=2[CH:20]=1.C(N(CC)CC)C.[F:28][C:29]([F:41])([F:40])[C:30]1[CH:35]=[CH:34][C:33]([S:36](Cl)(=[O:38])=[O:37])=[CH:32][CH:31]=1, predict the reaction product. The product is: [Cl:2][C:3]1[CH:4]=[CH:5][C:6]2[CH2:12][CH2:11][C:10]3[CH:13]=[CH:14][CH:15]=[CH:16][C:9]=3[N:8]([CH2:17][CH2:18][NH:19][S:36]([C:33]3[CH:32]=[CH:31][C:30]([C:29]([F:28])([F:40])[F:41])=[CH:35][CH:34]=3)(=[O:38])=[O:37])[C:7]=2[CH:20]=1.